This data is from CYP1A2 inhibition data for predicting drug metabolism from PubChem BioAssay. The task is: Regression/Classification. Given a drug SMILES string, predict its absorption, distribution, metabolism, or excretion properties. Task type varies by dataset: regression for continuous measurements (e.g., permeability, clearance, half-life) or binary classification for categorical outcomes (e.g., BBB penetration, CYP inhibition). Dataset: cyp1a2_veith. (1) The compound is NCS(=O)(=O)O. The result is 0 (non-inhibitor). (2) The molecule is C[C@](O)(c1ccccc1)c1nccc2ccccc12. The result is 0 (non-inhibitor).